This data is from Catalyst prediction with 721,799 reactions and 888 catalyst types from USPTO. The task is: Predict which catalyst facilitates the given reaction. (1) Reactant: [Cl:1][C:2]1[CH:7]=[C:6]([Cl:8])[CH:5]=[C:4]([Cl:9])[C:3]=1/[CH:10]=[C:11](/[N+]([O-])=O)\[CH3:12].Cl.[OH2:17]. Product: [Cl:1][C:2]1[CH:7]=[C:6]([Cl:8])[CH:5]=[C:4]([Cl:9])[C:3]=1[CH2:10][C:11](=[O:17])[CH3:12]. The catalyst class is: 415. (2) Reactant: Cl[CH2:2][C:3]([NH:5][CH2:6][CH2:7][C:8]1[CH:13]=[CH:12][C:11]([OH:14])=[CH:10][CH:9]=1)=[O:4].[N-:15]=[N+:16]=[N-:17].[Na+]. Product: [N:15]([CH2:2][C:3]([NH:5][CH2:6][CH2:7][C:8]1[CH:13]=[CH:12][C:11]([OH:14])=[CH:10][CH:9]=1)=[O:4])=[N+:16]=[N-:17]. The catalyst class is: 58. (3) Reactant: O.NN.O=C1C2C(=CC=CC=2)C(=O)[N:6]1[C@@H:15]1[CH2:20][CH2:19][C@H:18]([O:21][C:22](=[O:32])[C:23]2[CH:28]=[CH:27][C:26]([N+:29]([O-:31])=[O:30])=[CH:25][CH:24]=2)[CH2:17][CH2:16]1.CO. Product: [NH2:6][C@H:15]1[CH2:16][CH2:17][C@H:18]([O:21][C:22](=[O:32])[C:23]2[CH:28]=[CH:27][C:26]([N+:29]([O-:31])=[O:30])=[CH:25][CH:24]=2)[CH2:19][CH2:20]1. The catalyst class is: 2.